From a dataset of NCI-60 drug combinations with 297,098 pairs across 59 cell lines. Regression. Given two drug SMILES strings and cell line genomic features, predict the synergy score measuring deviation from expected non-interaction effect. Drug 1: C1C(C(OC1N2C=C(C(=O)NC2=O)F)CO)O. Drug 2: CCN(CC)CCCC(C)NC1=C2C=C(C=CC2=NC3=C1C=CC(=C3)Cl)OC. Cell line: NCI-H460. Synergy scores: CSS=45.3, Synergy_ZIP=3.90, Synergy_Bliss=0.254, Synergy_Loewe=-28.8, Synergy_HSA=0.904.